The task is: Predict the reactants needed to synthesize the given product.. This data is from Full USPTO retrosynthesis dataset with 1.9M reactions from patents (1976-2016). (1) Given the product [OH:33][CH:32]([C:15]1[C:9]2[C:10](=[N:11][CH:12]=[C:7]([C:3]3[CH:2]=[N:1][CH:6]=[CH:5][CH:4]=3)[CH:8]=2)[NH:13][CH:14]=1)[C:27]1[CH:28]=[CH:29][CH:30]=[C:31]2[C:26]=1[CH:25]=[CH:24][N:23]2[C:21]([OH:22])=[O:34], predict the reactants needed to synthesize it. The reactants are: [N:1]1[CH:6]=[CH:5][CH:4]=[C:3]([C:7]2[CH:8]=[C:9]3[CH:15]=[CH:14][NH:13][C:10]3=[N:11][CH:12]=2)[CH:2]=1.C(N[C:21]([N:23]1[C:31]2[C:26](=[C:27]([CH:32]=[O:33])[CH:28]=[CH:29][CH:30]=2)[CH:25]=[CH:24]1)=[O:22])CCC.[OH-:34].[K+].O. (2) The reactants are: [BH4-].[Na+].[C:3]1([CH:13]=[C:14]2[N:18]3[CH:19]=[CH:20][CH:21]=[CH:22][C:17]3=[N:16][C:15]2=[O:23])[C:12]2[C:7](=[CH:8][CH:9]=[CH:10][CH:11]=2)[CH:6]=[CH:5][CH:4]=1. Given the product [C:3]1([CH2:13][CH:14]2[N:18]3[CH:19]=[CH:20][CH:21]=[CH:22][C:17]3=[N:16][C:15]2=[O:23])[C:12]2[C:7](=[CH:8][CH:9]=[CH:10][CH:11]=2)[CH:6]=[CH:5][CH:4]=1, predict the reactants needed to synthesize it. (3) Given the product [NH2:14][C:13]1[CH:12]=[C:11]2[C:7]([C:8]([CH3:24])([CH3:23])[C:9](=[O:22])[N:10]2[CH2:17][CH2:18][CH2:19][CH2:20][CH3:21])=[CH:6][C:5]=1[NH:4][CH:1]([CH3:2])[CH3:3], predict the reactants needed to synthesize it. The reactants are: [CH:1]([NH:4][C:5]1[CH:6]=[C:7]2[C:11](=[CH:12][C:13]=1[N+:14]([O-])=O)[N:10]([CH2:17][CH2:18][CH2:19][CH2:20][CH3:21])[C:9](=[O:22])[C:8]2([CH3:24])[CH3:23])([CH3:3])[CH3:2]. (4) The reactants are: [CH3:1][C@@H:2]1[CH2:7][C:6]([C:8]([O:10]C)=O)=[CH:5][CH2:4][N:3]1[C:12]([O:14][CH2:15][CH:16]=[CH2:17])=[O:13].Br[CH2:19][Cl:20].C([Li])CCC.P([O-])([O-])([O-])=O. Given the product [Cl:20][CH2:19][C:8]([C:6]1[CH2:7][C@@H:2]([CH3:1])[N:3]([C:12]([O:14][CH2:15][CH:16]=[CH2:17])=[O:13])[CH2:4][CH:5]=1)=[O:10], predict the reactants needed to synthesize it. (5) Given the product [OH:30][N:29]1[C:6]2[C:5](=[N:10][CH:9]=[C:8]([C:11]3[CH:12]=[N:13][N:14]([CH:16]4[CH2:21][CH2:20][N:19]([C:22]([O:24][C:25]([CH3:26])([CH3:27])[CH3:28])=[O:23])[CH2:18][CH2:17]4)[CH:15]=3)[CH:7]=2)[CH:4]=[CH:3]1, predict the reactants needed to synthesize it. The reactants are: CN(C)/[CH:3]=[CH:4]/[C:5]1[N:10]=[CH:9][C:8]([C:11]2[CH:12]=[N:13][N:14]([CH:16]3[CH2:21][CH2:20][N:19]([C:22]([O:24][C:25]([CH3:28])([CH3:27])[CH3:26])=[O:23])[CH2:18][CH2:17]3)[CH:15]=2)=[CH:7][C:6]=1[N+:29]([O-])=[O:30].O.O.Cl[Sn]Cl.O. (6) Given the product [CH2:13]([O:1][C:2]1[CH:7]=[C:6]([CH3:8])[CH:5]=[C:4]([O:9][CH2:10][C:3]2[CH:4]=[CH:5][CH:6]=[CH:7][CH:2]=2)[C:3]=1[C:10](=[O:12])[CH3:11])[C:14]1[CH:19]=[CH:18][CH:17]=[CH:16][CH:15]=1, predict the reactants needed to synthesize it. The reactants are: [OH:1][C:2]1[CH:7]=[C:6]([CH3:8])[CH:5]=[C:4]([OH:9])[C:3]=1[C:10](=[O:12])[CH3:11].[CH2:13](Br)[C:14]1[CH:19]=[CH:18][CH:17]=[CH:16][CH:15]=1.C(=O)([O-])[O-].[K+].[K+].O.